From a dataset of Full USPTO retrosynthesis dataset with 1.9M reactions from patents (1976-2016). Predict the reactants needed to synthesize the given product. (1) Given the product [C:26]1([C@H:23]([NH:22][C:21]([C:14]2[CH:13]=[C:12]([C:10]([N:6]3[CH2:7][CH2:8][CH2:9][C@@H:5]3[C:3]([OH:4])=[O:2])=[O:11])[N:20]3[CH2:19][CH2:18][O:17][CH2:16][C:15]=23)=[O:32])[CH2:24][CH3:25])[CH:31]=[CH:30][CH:29]=[CH:28][CH:27]=1, predict the reactants needed to synthesize it. The reactants are: C[O:2][C:3]([C@H:5]1[CH2:9][CH2:8][CH2:7][N:6]1[C:10]([C:12]1[N:20]2[C:15]([CH2:16][O:17][CH2:18][CH2:19]2)=[C:14]([C:21](=[O:32])[NH:22][C@@H:23]([C:26]2[CH:31]=[CH:30][CH:29]=[CH:28][CH:27]=2)[CH2:24][CH3:25])[CH:13]=1)=[O:11])=[O:4].COC(C1CCCN1C(C1N2C(COCC2)=C(C(=O)N[C@@H](C2C=CC=CC=2)CC)C=1)=O)=O.[OH-].[Na+].Cl. (2) The reactants are: [H-].[Na+].[C:3](=[O:10])([O:7][CH2:8][CH3:9])OCC.[CH3:11][C:12]([C:14]1[CH:19]=[CH:18][C:17]([O:20][CH3:21])=[CH:16][CH:15]=1)=[O:13].C(O)(=O)C.C(C1C=CC=CC=1)(=O)C. Given the product [CH3:21][O:20][C:17]1[CH:18]=[CH:19][C:14]([C:12](=[O:13])[CH2:11][C:3]([O:7][CH2:8][CH3:9])=[O:10])=[CH:15][CH:16]=1, predict the reactants needed to synthesize it.